Predict the product of the given reaction. From a dataset of Forward reaction prediction with 1.9M reactions from USPTO patents (1976-2016). Given the reactants [Cl:1][C:2]1[N:3]=[C:4]([N:12]2[CH2:17][CH2:16][O:15][CH2:14][CH2:13]2)[C:5]2[S:10][C:9](I)=[CH:8][C:6]=2[N:7]=1.[NH:18]1[CH2:22][CH2:21][CH2:20][C:19]1=[O:23].[O-]P([O-])([O-])=O.[K+].[K+].[K+].CN(C)CCN, predict the reaction product. The product is: [Cl:1][C:2]1[N:3]=[C:4]([N:12]2[CH2:17][CH2:16][O:15][CH2:14][CH2:13]2)[C:5]2[S:10][C:9]([N:18]3[CH2:22][CH2:21][CH2:20][C:19]3=[O:23])=[CH:8][C:6]=2[N:7]=1.